Task: Predict the reactants needed to synthesize the given product.. Dataset: Full USPTO retrosynthesis dataset with 1.9M reactions from patents (1976-2016) (1) The reactants are: [OH:1][C:2]1[CH:11]=[CH:10][C:9]([N:12]([CH2:33][C:34]2[CH:39]=[CH:38][CH:37]=[C:36]([C:40]3[CH:45]=[CH:44][N:43]=[CH:42][CH:41]=3)[CH:35]=2)[C:13](=[O:32])[CH2:14][N:15]([CH3:31])[S:16]([C:19]2[CH:24]=[CH:23][C:22]([C:25]3[CH:30]=[CH:29][CH:28]=[CH:27][CH:26]=3)=[CH:21][CH:20]=2)(=[O:18])=[O:17])=[CH:8][C:3]=1[C:4]([O:6]C)=[O:5].C(N(C1C=CC(O)=C(C=1)C(O)=O)C(=O)CN(CC1C=CC=CC=1)S(C1C=CC(C)=CC=1)(=O)=O)C1C=CC=CC=1.C(#N)C. Given the product [OH:1][C:2]1[CH:11]=[CH:10][C:9]([N:12]([CH2:33][C:34]2[CH:39]=[CH:38][CH:37]=[C:36]([C:40]3[CH:41]=[CH:42][N:43]=[CH:44][CH:45]=3)[CH:35]=2)[C:13](=[O:32])[CH2:14][N:15]([CH3:31])[S:16]([C:19]2[CH:24]=[CH:23][C:22]([C:25]3[CH:30]=[CH:29][CH:28]=[CH:27][CH:26]=3)=[CH:21][CH:20]=2)(=[O:18])=[O:17])=[CH:8][C:3]=1[C:4]([OH:6])=[O:5], predict the reactants needed to synthesize it. (2) Given the product [C:14]([O:12][CH2:11]/[C:10](/[CH3:13])=[CH:9]/[C:6]1[CH:7]=[CH:8][C:3]([CH2:1][CH3:2])=[CH:4][CH:5]=1)(=[O:16])[CH3:15], predict the reactants needed to synthesize it. The reactants are: [CH2:1]([C:3]1[CH:8]=[CH:7][C:6](/[CH:9]=[C:10](\[CH3:13])/[CH2:11][OH:12])=[CH:5][CH:4]=1)[CH3:2].[C:14](OC(=O)C)(=[O:16])[CH3:15].N1C=CC=CC=1. (3) Given the product [Cl:1][C:2]1[CH:3]=[C:4]([NH:9][C:10]2[C:11]3[C:18](=[CH:20][C:22]4[NH:26][C:25]([CH3:27])=[C:24]([CH2:28][CH2:29][C:30]([OH:32])=[O:31])[C:23]=4[CH3:33])[C:17](=[O:19])[NH:16][C:12]=3[N:13]=[CH:14][N:15]=2)[CH:5]=[CH:6][C:7]=1[F:8], predict the reactants needed to synthesize it. The reactants are: [Cl:1][C:2]1[CH:3]=[C:4]([NH:9][C:10]2[C:11]3[CH2:18][C:17](=[O:19])[NH:16][C:12]=3[N:13]=[CH:14][N:15]=2)[CH:5]=[CH:6][C:7]=1[F:8].[CH:20]([C:22]1[NH:26][C:25]([CH3:27])=[C:24]([CH2:28][CH2:29][C:30]([OH:32])=[O:31])[C:23]=1[CH3:33])=O. (4) Given the product [CH3:1][O:2][C:3]1[C:4]([CH2:11][S@:12]([C:14]2[NH:24][C:17]3=[N:18][C:19]([O:22][CH3:23])=[CH:20][CH:21]=[C:16]3[N:15]=2)=[O:13])=[N:5][CH:6]=[CH:7][C:8]=1[O:9][CH3:10], predict the reactants needed to synthesize it. The reactants are: [CH3:1][O:2][C:3]1[C:4]([CH2:11][S:12]([C:14]2[NH:24][C:17]3=[N:18][C:19]([O:22][CH3:23])=[CH:20][CH:21]=[C:16]3[N:15]=2)=[O:13])=[N:5][CH:6]=[CH:7][C:8]=1[O:9][CH3:10].C(=O)=O.CO. (5) Given the product [ClH:29].[OH:8][C:9]1[C@@:10]([NH:11][O:12][CH3:13])([CH2:23][CH2:24][CH:25]([CH3:27])[CH3:26])[C:14]2[C:19](=[CH:18][CH:17]=[CH:16][CH:15]=2)[C:20](=[O:22])[CH:21]=1, predict the reactants needed to synthesize it. The reactants are: CC1(C)OC([C@H]2[N:11]([O:12][CH3:13])[C@:10]3([CH2:23][CH2:24][CH:25]([CH3:27])[CH3:26])[C:14]4[C:19]([C:20](=[O:22])[CH:21]=[C:9]3[O:8]2)=[CH:18][CH:17]=[CH:16][CH:15]=4)CO1.[ClH:29]. (6) Given the product [NH2:1][C:2]1[N:3]=[CH:4][C:5]([C:21]2[CH:22]=[CH:23][C:24]([C:25]([N:27]([CH3:29])[CH3:28])=[O:26])=[CH:30][CH:31]=2)=[N:6][C:7]=1[C:8]1[O:19][C:11]([C:12]2[CH:13]=[CH:14][C:15]([CH3:18])=[CH:16][CH:17]=2)=[N:10][N:9]=1, predict the reactants needed to synthesize it. The reactants are: [NH2:1][C:2]1[N:3]=[CH:4][C:5]([C:21]2[CH:31]=[CH:30][C:24]([C:25]([N:27]([CH3:29])[CH3:28])=[O:26])=[CH:23][CH:22]=2)=[N:6][C:7]=1[C:8](=O)[NH:9][NH:10][C:11](=[O:19])[C:12]1[CH:17]=[CH:16][C:15]([CH3:18])=[CH:14][CH:13]=1.O=P(Cl)(Cl)Cl. (7) Given the product [F:25][C:19]1[C:20]([F:24])=[CH:21][CH:22]=[CH:23][C:18]=1[C:16]1[N:17]=[C:12]2[CH:11]=[N:10][N:9]([CH2:8][C:5]3[CH:6]=[N:7][C:2]([C:31]4[CH:32]=[CH:33][C:28]([C:27]([F:38])([F:37])[F:26])=[CH:29][CH:30]=4)=[CH:3][CH:4]=3)[CH:14]=[C:13]2[N:15]=1, predict the reactants needed to synthesize it. The reactants are: Cl[C:2]1[N:7]=[CH:6][C:5]([CH2:8][N:9]2[CH:14]=[C:13]3[N:15]=[C:16]([C:18]4[CH:23]=[CH:22][CH:21]=[C:20]([F:24])[C:19]=4[F:25])[N:17]=[C:12]3[CH:11]=[N:10]2)=[CH:4][CH:3]=1.[F:26][C:27]([F:38])([F:37])[C:28]1[CH:33]=[CH:32][C:31](B(O)O)=[CH:30][CH:29]=1. (8) The reactants are: Br[C:2]1[CH:7]=[CH:6][C:5]([NH:8][C:9]([C:11]2[NH:12][CH:13]=[C:14]([C:16]#[N:17])[N:15]=2)=[O:10])=[C:4]([C:18]2[CH2:23][CH2:22][C:21]([CH3:25])([CH3:24])[CH2:20][CH:19]=2)[CH:3]=1.[CH3:26][C:27]1([CH3:41])[CH2:32][C:31](=[O:33])[CH2:30][C:29]([CH3:35])([CH3:34])[N:28]1[CH2:36][C:37]([F:40])([F:39])[F:38]. Given the product [CH3:24][C:21]1([CH3:25])[CH2:22][CH2:23][C:18]([C:4]2[CH:3]=[C:2]([C:31]3([OH:33])[CH2:30][C:29]([CH3:35])([CH3:34])[N:28]([CH2:36][C:37]([F:38])([F:39])[F:40])[C:27]([CH3:41])([CH3:26])[CH2:32]3)[CH:7]=[CH:6][C:5]=2[NH:8][C:9]([C:11]2[NH:12][CH:13]=[C:14]([C:16]#[N:17])[N:15]=2)=[O:10])=[CH:19][CH2:20]1, predict the reactants needed to synthesize it.